This data is from Full USPTO retrosynthesis dataset with 1.9M reactions from patents (1976-2016). The task is: Predict the reactants needed to synthesize the given product. (1) Given the product [Cl:37][C:11]1[C:6]2[N:7]([C:13]([CH2:14][C:15]3[CH:34]=[CH:33][C:18]4/[C:19](=[C:29](/[CH3:32])\[C:30]#[N:31])/[C:20]5[CH:27]=[CH:26][C:25]([F:28])=[CH:24][C:21]=5[O:22][CH2:23][C:17]=4[CH:16]=3)=[C:4]([CH:1]3[CH2:2][CH2:3]3)[N:5]=2)[CH:8]=[CH:9][N:10]=1, predict the reactants needed to synthesize it. The reactants are: [CH:1]1([C:4]2[N:5]=[C:6]3[C:11](O)=[N:10][CH:9]=[CH:8][N:7]3[C:13]=2[CH2:14][C:15]2[CH:34]=[CH:33][C:18]3/[C:19](=[C:29](/[CH3:32])\[C:30]#[N:31])/[C:20]4[CH:27]=[CH:26][C:25]([F:28])=[CH:24][C:21]=4[O:22][CH2:23][C:17]=3[CH:16]=2)[CH2:3][CH2:2]1.P(Cl)(Cl)([Cl:37])=O. (2) Given the product [Cl:23][C:22]([Cl:25])([Cl:24])[CH2:21][O:20][C:18]([NH:1][C:2]1[O:6][C:5]([C:7]([O:9][CH3:10])=[O:8])=[CH:4][CH:3]=1)=[O:19], predict the reactants needed to synthesize it. The reactants are: [NH2:1][C:2]1[O:6][C:5]([C:7]([O:9][CH3:10])=[O:8])=[CH:4][CH:3]=1.N1C=CC=CC=1.Cl[C:18]([O:20][CH2:21][C:22]([Cl:25])([Cl:24])[Cl:23])=[O:19].O. (3) Given the product [Cl:1][C:2]1[N:7]=[C:6]([C:8]2[S:12][C:11]([C:46]([CH3:47])([CH3:51])[CH3:44])=[N:10][C:9]=2[C:18]2[CH:19]=[C:20]([NH:24][S:25]([C:28]3[C:29]([F:35])=[CH:30][CH:31]=[CH:32][C:33]=3[F:34])(=[O:26])=[O:27])[CH:21]=[CH:22][CH:23]=2)[CH:5]=[CH:4][N:3]=1, predict the reactants needed to synthesize it. The reactants are: [Cl:1][C:2]1[N:7]=[C:6]([C:8]2[S:12][C:11](N3CCCC3)=[N:10][C:9]=2[C:18]2[CH:19]=[C:20]([NH:24][S:25]([C:28]3[C:33]([F:34])=[CH:32][CH:31]=[CH:30][C:29]=3[F:35])(=[O:27])=[O:26])[CH:21]=[CH:22][CH:23]=2)[CH:5]=[CH:4][N:3]=1.ClC1N=C(/C=[C:44](/[C:46]2[CH:47]=C(NS(C3C(F)=CC=CC=3F)(=O)=O)C=C[CH:51]=2)\O)C=CN=1.CC(C)(C)C(=S)N. (4) Given the product [CH:30]([NH:1][CH2:2][CH2:3][CH2:4][C@H:5]([NH:14][S:15]([C:18]1[C:27]2[C:22](=[CH:23][CH:24]=[CH:25][CH:26]=2)[C:21]([CH3:28])=[CH:20][CH:19]=1)(=[O:17])=[O:16])[CH2:6][O:7][C:8]1[CH:9]=[CH:10][CH:11]=[CH:12][CH:13]=1)([CH3:32])[CH3:29], predict the reactants needed to synthesize it. The reactants are: [NH2:1][CH2:2][CH2:3][CH2:4][C@H:5]([NH:14][S:15]([C:18]1[C:27]2[C:22](=[CH:23][CH:24]=[CH:25][CH:26]=2)[C:21]([CH3:28])=[CH:20][CH:19]=1)(=[O:17])=[O:16])[CH2:6][O:7][C:8]1[CH:13]=[CH:12][CH:11]=[CH:10][CH:9]=1.[CH3:29][C:30]([CH3:32])=O.C(O[BH-](OC(=O)C)OC(=O)C)(=O)C.[Na+].C(O)(=O)C.CCN(C(C)C)C(C)C. (5) Given the product [CH3:1][C:2]1([C:11]#[C:12][Si:13]([CH3:15])([CH3:14])[CH3:16])[CH2:3][CH2:4][C:5](=[O:10])[C:6]([C:8]#[N:9])=[CH:7]1, predict the reactants needed to synthesize it. The reactants are: [CH3:1][C:2]1([C:11]#[C:12][Si:13]([CH3:16])([CH3:15])[CH3:14])[CH2:7][CH:6]([C:8]#[N:9])[C:5](=[O:10])[CH2:4][CH2:3]1.C(C1C(=O)C(Cl)=C(Cl)C(=O)C=1C#N)#N. (6) Given the product [CH3:1][N:2]([CH2:3][C:4]1[C:13]2[C:8](=[CH:9][CH:10]=[CH:11][CH:12]=2)[C:7]([CH3:14])=[CH:6][CH:5]=1)[C:45](=[O:46])/[CH:44]=[CH:43]/[C:38]1[CH:39]=[N:40][C:41]2[NH:42][C:33](=[O:32])[CH2:34][CH2:35][C:36]=2[CH:37]=1, predict the reactants needed to synthesize it. The reactants are: [CH3:1][NH:2][CH2:3][C:4]1[C:13]2[C:8](=[CH:9][CH:10]=[CH:11][CH:12]=2)[C:7]([CH3:14])=[CH:6][CH:5]=1.CNCC1C=CC2C(=CC=CC=2)C=1CCC.Cl.[O:32]=[C:33]1[NH:42][C:41]2[N:40]=[CH:39][C:38](/[CH:43]=[CH:44]/[C:45](O)=[O:46])=[CH:37][C:36]=2[CH2:35][CH2:34]1.Cl.CN1CC2C=C(/C=C/C(O)=O)C=NC=2NC(=O)C1. (7) Given the product [CH:1]([N:5]1[C:13]2[CH:12]=[C:11]([Cl:14])[N:10]=[CH:9][C:8]=2[C:7]([NH:18][CH2:17][CH2:16][NH2:19])=[N:6]1)([CH2:3][CH3:4])[CH3:2], predict the reactants needed to synthesize it. The reactants are: [CH:1]([N:5]1[C:13]2[CH:12]=[C:11]([Cl:14])[N:10]=[CH:9][C:8]=2[C:7](I)=[N:6]1)([CH2:3][CH3:4])[CH3:2].[CH2:16]([NH2:19])[CH2:17][NH2:18].N1CCC[C@H]1C(O)=O.C(=O)([O-])[O-].[K+].[K+]. (8) Given the product [F:38][C:2]([F:1])([O:7][C:8]1[CH:13]=[CH:12][C:11]([N:14]2[CH:18]=[N:17][C:16]([C:19]3[CH:24]=[CH:23][C:22]([NH:25][C:26](=[O:37])[O:27][CH3:28])=[CH:21][CH:20]=3)=[N:15]2)=[CH:10][CH:9]=1)[C:3]([F:6])([F:5])[F:4], predict the reactants needed to synthesize it. The reactants are: [F:1][C:2]([F:38])([O:7][C:8]1[CH:13]=[CH:12][C:11]([N:14]2[CH:18]=[N:17][C:16]([C:19]3[CH:24]=[CH:23][C:22]([NH:25][C:26](=[O:37])[O:27][C:28]4C=CC([N+]([O-])=O)=CC=4)=[CH:21][CH:20]=3)=[N:15]2)=[CH:10][CH:9]=1)[C:3]([F:6])([F:5])[F:4].C[O-].[Na+].